Dataset: Experimentally validated miRNA-target interactions with 360,000+ pairs, plus equal number of negative samples. Task: Binary Classification. Given a miRNA mature sequence and a target amino acid sequence, predict their likelihood of interaction. The miRNA is mmu-miR-1970 with sequence UGUGUCACUGGGGAUAGGCUUUG. The protein sequence of the target gene is MDELVHDLASALEQTSEQNKLGELWEEMALSPRQQRRQLRKRRGRKRRSDFTHLAEHTCCYSEASESSLDEATKDCREVAPVTNFSDSDDTMVAKRHPALNAIVKSKQHSWHESDSFTENAPCRPLRRRRKVKRVTSEVAASLQQKLKVSDWSYERGCRFKSAKKQRLSRWKENTPWTSSGHGLCESAENRTFLSKTGRKERMECETDEQKQGSDENMSECETSSVCSSSDTGLFTNDEGRQGDDEQSDWFYEGECVPGFTVPNLLPKWAPDHCSEVERMDSGLDKFSDSTFLLPSRPAQ.... Result: 0 (no interaction).